Predict the product of the given reaction. From a dataset of Forward reaction prediction with 1.9M reactions from USPTO patents (1976-2016). (1) Given the reactants [OH:1][C@H:2]1[CH2:7][N:6]([C:8]([O:10][C:11]([CH3:14])([CH3:13])[CH3:12])=[O:9])[C@H:5]([CH3:15])[CH2:4][CH2:3]1.[H-].[Na+].F[C:19]1[C:24]([O:25][CH3:26])=[C:23]([C:27]#[N:28])[CH:22]=[CH:21][N:20]=1, predict the reaction product. The product is: [C:27]([C:23]1[CH:22]=[CH:21][N:20]=[C:19]([O:1][C@H:2]2[CH2:7][N:6]([C:8]([O:10][C:11]([CH3:14])([CH3:13])[CH3:12])=[O:9])[C@H:5]([CH3:15])[CH2:4][CH2:3]2)[C:24]=1[O:25][CH3:26])#[N:28]. (2) Given the reactants CCN(C(C)C)C(C)C.[C:10]1([CH3:24])[CH:15]=[CH:14][CH:13]=[C:12]([N:16]2[CH:20]=[C:19]([C:21]([OH:23])=O)[N:18]=[N:17]2)[CH:11]=1.CC1C=C(C=CC=1)N.C1C=CC2N(O)N=NC=2C=1.CCN=C=NCCCN(C)C.Cl.[NH2:55][CH2:56][C:57]([N:59]1[CH2:64][CH2:63][CH:62]([O:65][C:66]2[CH:71]=[CH:70][CH:69]=[C:68]([C:72]([F:75])([F:74])[F:73])[CH:67]=2)[CH2:61][CH2:60]1)=[O:58], predict the reaction product. The product is: [O:58]=[C:57]([N:59]1[CH2:60][CH2:61][CH:62]([O:65][C:66]2[CH:71]=[CH:70][CH:69]=[C:68]([C:72]([F:75])([F:73])[F:74])[CH:67]=2)[CH2:63][CH2:64]1)[CH2:56][NH:55][C:21]([C:19]1[N:18]=[N:17][N:16]([C:12]2[CH:11]=[C:10]([CH3:24])[CH:15]=[CH:14][CH:13]=2)[CH:20]=1)=[O:23]. (3) Given the reactants [C:1]1(=[O:11])[NH:5][C:4](=[O:6])[C:3]2=[CH:7][CH:8]=[CH:9][CH:10]=[C:2]12.[C:25]1(P([C:25]2[CH:30]=[CH:29][CH:28]=[CH:27][CH:26]=2)[C:25]2[CH:30]=[CH:29][CH:28]=[CH:27][CH:26]=2)[CH:30]=[CH:29][CH:28]=[CH:27][CH:26]=1.CC[O:33][C:34](/[N:36]=[N:36]/[C:34]([O:33]CC)=[O:35])=[O:35].[C:43]1([CH3:49])[CH:48]=CC=C[CH:44]=1.[CH2:50]1COCC1, predict the reaction product. The product is: [C:43]([O:35][C:34]([N:36]1[C@H:27]([CH2:26][N:5]2[C:1](=[O:11])[C:2]3[C:3](=[CH:7][CH:8]=[CH:9][CH:10]=3)[C:4]2=[O:6])[CH2:28][CH2:29][CH:30]2[CH:25]1[CH2:50]2)=[O:33])([CH3:49])([CH3:48])[CH3:44]. (4) Given the reactants [CH3:1][CH2:2][C:3]1[C:24]([CH3:25])=[C:23]2[NH:26][C:4]=1[CH:5]=[C:6]1[N:10]=[C:9]([C:11]([CH:38]=[O:39])=[C:12]3[N:16]=[C:15]([CH:17]=[C:18]4[NH:27][C:21](=[CH:22]2)[C:20]([CH:28]=[CH2:29])=[C:19]4[CH3:30])[C@@H:14]([CH3:31])[C@@H:13]3[CH2:32][CH2:33][C:34]([O:36]C)=[O:35])[C:8]([C:40]([O:42]C)=[O:41])=[C:7]1[CH3:44].Cl, predict the reaction product. The product is: [CH3:1][CH2:2][C:3]1[C:24]([CH3:25])=[C:23]2[NH:26][C:4]=1[CH:5]=[C:6]1[N:10]=[C:9]([C:11]([CH:38]=[O:39])=[C:12]3[N:16]=[C:15]([CH:17]=[C:18]4[NH:27][C:21](=[CH:22]2)[C:20]([CH:28]=[CH2:29])=[C:19]4[CH3:30])[C@@H:14]([CH3:31])[C@@H:13]3[CH2:32][CH2:33][C:34]([OH:36])=[O:35])[C:8]([C:40]([OH:42])=[O:41])=[C:7]1[CH3:44]. (5) The product is: [Cl:32][C:30]1[N:29]=[CH:28][N:27]([C:23]2[C:24]([F:26])=[CH:25][C:20]([NH:19][C:17]3[N:18]=[C:14]4[CH:6]([C:7]5[CH:8]=[CH:9][C:10]([F:13])=[CH:11][CH:12]=5)[CH2:5][CH2:4][CH2:3][CH2:2][N:15]4[N:16]=3)=[CH:21][C:22]=2[F:33])[CH:31]=1. Given the reactants Cl[CH2:2][CH2:3][CH2:4][CH2:5][CH:6]([C:14]1[N:18]=[C:17]([NH:19][C:20]2[CH:25]=[C:24]([F:26])[C:23]([N:27]3[CH:31]=[C:30]([Cl:32])[N:29]=[CH:28]3)=[C:22]([F:33])[CH:21]=2)[NH:16][N:15]=1)[C:7]1[CH:12]=[CH:11][C:10]([F:13])=[CH:9][CH:8]=1.C(=O)([O-])[O-].[K+].[K+].[I-].[K+], predict the reaction product. (6) Given the reactants [CH2:1]([C:3]1[CH:4]=[CH:5][C:6]2[N+:11]([O-:12])=[N:10][C:9]([NH:13][CH2:14][CH2:15][CH2:16][N:17]3[CH2:22][CH2:21][O:20][CH2:19][CH2:18]3)=[N:8][C:7]=2[CH:23]=1)[CH3:2].CO.CC[O:28]C(C)=O, predict the reaction product. The product is: [CH2:1]([C:3]1[CH:4]=[CH:5][C:6]2[N+:11]([O-:12])=[N:10][C:9]([NH:13][CH2:14][CH2:15][CH2:16][N:17]3[CH2:18][CH2:19][O:20][CH2:21][CH2:22]3)=[N+:8]([O-:28])[C:7]=2[CH:23]=1)[CH3:2].